This data is from Reaction yield outcomes from USPTO patents with 853,638 reactions. The task is: Predict the reaction yield, written as a fraction of the theoretical maximum amount of product (1.0 means a 100% yield; for example, 0.34 means a 34% yield). (1) The reactants are [CH3:1][O:2][C:3]1[CH:30]=[CH:29][C:6]([CH2:7][O:8][C:9]2[CH:27]=[CH:26][C:12]([CH2:13][N:14]([CH3:25])[S:15]([C:18]3[CH:23]=[CH:22][C:21]([F:24])=[CH:20][CH:19]=3)(=[O:17])=[O:16])=[CH:11][C:10]=2Br)=[CH:5][CH:4]=1.[F:31][C:32]([F:43])([F:42])[C:33]1[CH:34]=[C:35](B(O)O)[CH:36]=[CH:37][CH:38]=1.C(=O)([O-])[O-].[Na+].[Na+]. The catalyst is C(COC)OC. The product is [CH3:1][O:2][C:3]1[CH:30]=[CH:29][C:6]([CH2:7][O:8][C:9]2[CH:27]=[CH:26][C:12]([CH2:13][N:14]([CH3:25])[S:15]([C:18]3[CH:23]=[CH:22][C:21]([F:24])=[CH:20][CH:19]=3)(=[O:17])=[O:16])=[CH:11][C:10]=2[C:37]2[CH:36]=[CH:35][CH:34]=[C:33]([C:32]([F:43])([F:42])[F:31])[CH:38]=2)=[CH:5][CH:4]=1. The yield is 0.720. (2) The reactants are [CH3:1][C:2]1[N:7]=[CH:6][C:5]([CH2:8][C:9]2[C:10](=[O:16])[NH:11][C:12](=[S:15])[NH:13][CH:14]=2)=[CH:4][N:3]=1.[CH3:17]C[O-].[Na+].CI. The catalyst is C(O)C. The product is [CH3:1][C:2]1[N:3]=[CH:4][C:5]([CH2:8][C:9]2[C:10](=[O:16])[N:11]=[C:12]([S:15][CH3:17])[NH:13][CH:14]=2)=[CH:6][N:7]=1. The yield is 0.366. (3) The reactants are Br[C:2]1[N:7]=[C:6]2[N:8]([CH2:11][C:12]3[CH:13]=[C:14]4[C:19](=[CH:20][CH:21]=3)[N:18]=[CH:17][CH:16]=[CH:15]4)[N:9]=[N:10][C:5]2=[N:4][CH:3]=1.[O:22]1[CH2:27][CH2:26][CH2:25][CH2:24][CH:23]1[O:28][CH2:29][CH2:30][N:31]1[CH:35]=[C:34](B2OC(C)(C)C(C)(C)O2)[CH:33]=[N:32]1.C([O-])([O-])=O.[Cs+].[Cs+].C(Cl)Cl. The catalyst is COCCOC.O. The product is [O:22]1[CH2:27][CH2:26][CH2:25][CH2:24][CH:23]1[O:28][CH2:29][CH2:30][N:31]1[CH:35]=[C:34]([C:2]2[N:7]=[C:6]3[N:8]([CH2:11][C:12]4[CH:13]=[C:14]5[C:19](=[CH:20][CH:21]=4)[N:18]=[CH:17][CH:16]=[CH:15]5)[N:9]=[N:10][C:5]3=[N:4][CH:3]=2)[CH:33]=[N:32]1. The yield is 0.810. (4) The reactants are [CH3:1][C:2]([Si:5]([CH3:29])([CH3:28])[O:6][CH2:7][CH:8]1[CH2:13][N:12](CC2C=CC=CC=2)[CH2:11][CH2:10][N:9]1CC1C=CC=CC=1)([CH3:4])[CH3:3]. The catalyst is CCO.[OH-].[OH-].[Pd+2]. The product is [CH3:4][C:2]([Si:5]([CH3:29])([CH3:28])[O:6][CH2:7][CH:8]1[CH2:13][NH:12][CH2:11][CH2:10][NH:9]1)([CH3:1])[CH3:3]. The yield is 0.570. (5) The reactants are Cl.Cl.[NH2:3][CH2:4][CH2:5][N:6]1[CH2:11][CH2:10][C:9](=[C:12]2[C:18]3[CH:19]=[CH:20][CH:21]=[CH:22][C:17]=3[CH:16]=[CH:15][C:14]3[CH:23]=[CH:24][CH:25]=[CH:26][C:13]2=3)[CH2:8][CH2:7]1.[C:27]([O:31][C:32]([N:34]1[CH2:42][CH2:41][CH:37]([C:38](O)=[O:39])[CH2:36][CH2:35]1)=[O:33])([CH3:30])([CH3:29])[CH3:28].C(N(CC)CC)C.Cl.C(N=C=NCCCN(C)C)C. No catalyst specified. The product is [C:27]([O:31][C:32]([N:34]1[CH2:42][CH2:41][CH:37]([C:38]([NH:3][CH2:4][CH2:5][N:6]2[CH2:11][CH2:10][C:9](=[C:12]3[C:18]4[CH:19]=[CH:20][CH:21]=[CH:22][C:17]=4[CH:16]=[CH:15][C:14]4[CH:23]=[CH:24][CH:25]=[CH:26][C:13]3=4)[CH2:8][CH2:7]2)=[O:39])[CH2:36][CH2:35]1)=[O:33])([CH3:30])([CH3:28])[CH3:29]. The yield is 0.630. (6) The catalyst is C(#N)C.[Cl-].[Na+].O.O.CN(C)C=O. The yield is 0.699. The reactants are [C:1]([C:3]([C:11]1[CH:20]=[CH:19][C:18]2[C:13](=[CH:14][CH:15]=[CH:16][CH:17]=2)[CH:12]=1)([CH:8]([CH3:10])[CH3:9])[CH2:4][CH2:5][CH2:6]O)#[N:2].C(N(CC)CC)C.S(Cl)(C)(=O)=O.[I-].[Na+].C(=O)([O-])[O-].[K+].[K+].[F:41][C:42]1[CH:56]=[CH:55][C:45]([O:46][CH2:47][CH2:48][N:49]2[CH2:54][CH2:53][NH:52][CH2:51][CH2:50]2)=[CH:44][CH:43]=1. The product is [C:1]([C:3]([C:11]1[CH:20]=[CH:19][C:18]2[C:13](=[CH:14][CH:15]=[CH:16][CH:17]=2)[CH:12]=1)([CH:8]([CH3:9])[CH3:10])[CH2:4][CH2:5][CH2:6][N:52]1[CH2:53][CH2:54][N:49]([CH2:48][CH2:47][O:46][C:45]2[CH:44]=[CH:43][C:42]([F:41])=[CH:56][CH:55]=2)[CH2:50][CH2:51]1)#[N:2]. (7) The catalyst is CC(O)(C)C. The product is [CH3:13][N:14]1[C:6]2[CH2:7][CH2:8][CH2:9][C:10](=[O:11])[C:5]=2[CH:4]=[N:2]1. The reactants are C[N:2]([CH:4]=[C:5]1[C:10](=[O:11])[CH2:9][CH2:8][CH2:7][C:6]1=O)C.[CH3:13][NH:14]N.CC(O)=O. The yield is 0.440. (8) The reactants are Br[C:2]1[C:3]2[C:4]3[CH:18]=[CH:17][S:16][C:5]=3[C:6](=[O:15])[NH:7][C:8]=2[C:9]([CH3:14])=[CH:10][C:11]=1[O:12][CH3:13].[CH3:19][C:20]([C:31]1[CH:36]=[CH:35][C:34](B2OC(C)(C)C(C)(C)O2)=[CH:33][CH:32]=1)([CH3:30])[CH2:21][NH:22][C:23](=[O:29])[O:24][C:25]([CH3:28])([CH3:27])[CH3:26]. No catalyst specified. The product is [CH3:13][O:12][C:11]1[CH:10]=[C:9]([CH3:14])[C:8]2[NH:7][C:6](=[O:15])[C:5]3[S:16][CH:17]=[CH:18][C:4]=3[C:3]=2[C:2]=1[C:34]1[CH:33]=[CH:32][C:31]([C:20]([CH3:30])([CH3:19])[CH2:21][NH:22][C:23](=[O:29])[O:24][C:25]([CH3:27])([CH3:26])[CH3:28])=[CH:36][CH:35]=1. The yield is 0.620.